This data is from Full USPTO retrosynthesis dataset with 1.9M reactions from patents (1976-2016). The task is: Predict the reactants needed to synthesize the given product. Given the product [N:1]1[CH:2]=[C:3]([C:14](=[O:16])[CH3:15])[N:4]2[CH:9]=[CH:8][CH:7]=[CH:6][C:5]=12, predict the reactants needed to synthesize it. The reactants are: [N:1]1[CH:2]=[CH:3][N:4]2[CH:9]=[CH:8][CH:7]=[CH:6][C:5]=12.[Cl-].[Al+3].[Cl-].[Cl-].[C:14](OC(=O)C)(=[O:16])[CH3:15].[OH-].[Na+].